Dataset: Peptide-MHC class I binding affinity with 185,985 pairs from IEDB/IMGT. Task: Regression. Given a peptide amino acid sequence and an MHC pseudo amino acid sequence, predict their binding affinity value. This is MHC class I binding data. The peptide sequence is HTAAPWGSY. The MHC is SLA-10401 with pseudo-sequence SLA-10401. The binding affinity (normalized) is 0.0847.